From a dataset of Forward reaction prediction with 1.9M reactions from USPTO patents (1976-2016). Predict the product of the given reaction. (1) Given the reactants Cl.Cl.[N:3]1([CH:9]([CH3:13])[C:10]([NH2:12])=[O:11])[CH2:8][CH2:7][NH:6][CH2:5][CH2:4]1.CN(C)C(N(C)C)=N.F[C:23]1[N:28]=[C:27]([C:29]2[NH:38][C:37](=[O:39])[C:36]3[C:31](=[CH:32][C:33]([O:42][CH3:43])=[CH:34][C:35]=3[O:40][CH3:41])[N:30]=2)[CH:26]=[CH:25][CH:24]=1, predict the reaction product. The product is: [CH3:41][O:40][C:35]1[CH:34]=[C:33]([O:42][CH3:43])[CH:32]=[C:31]2[C:36]=1[C:37](=[O:39])[NH:38][C:29]([C:27]1[N:28]=[C:23]([N:6]3[CH2:7][CH2:8][N:3]([CH:9]([CH3:13])[C:10]([NH2:12])=[O:11])[CH2:4][CH2:5]3)[CH:24]=[CH:25][CH:26]=1)=[N:30]2. (2) Given the reactants [CH:15]1[C:20](N=NC2C(=O)N([C:15]3[CH:20]=[CH:19][C:18](S([O-])(=O)=O)=[CH:17][CH:16]=3)N=C2C([O-])=O)=[CH:19][CH:18]=[C:17](S([O-])(=O)=O)[CH:16]=1.[Na+].[Na+].[Na+].NCCCC[CH2:40][CH2:41][CH2:42][CH2:43][CH2:44][CH2:45][C:46](O)([P:51](=[O:54])([OH:53])[OH:52])[P:47](=[O:50])([OH:49])[OH:48].C(OC(=O)C)(=O)C, predict the reaction product. The product is: [CH:46]([P:51](=[O:52])([OH:53])[OH:54])([P:47](=[O:48])([OH:49])[OH:50])[CH2:45][CH2:44][CH2:43][CH2:42][CH2:41][CH2:40][CH2:16][CH2:17][CH2:18][CH2:19][CH2:20][CH3:15]. (3) Given the reactants [NH:1]1[CH2:6][CH2:5][CH2:4][CH2:3][CH:2]1[C:7]1[S:11][C:10]([C:12]([O:14][CH3:15])=[O:13])=[CH:9][CH:8]=1.C(=O)([O-])[O-].[K+].[K+].Cl[C:23]([O:25][CH2:26][C:27]1[CH:32]=[CH:31][CH:30]=[CH:29][CH:28]=1)=[O:24].N1CCNCC1, predict the reaction product. The product is: [CH3:15][O:14][C:12]([C:10]1[S:11][C:7]([CH:2]2[CH2:3][CH2:4][CH2:5][CH2:6][N:1]2[C:23]([O:25][CH2:26][C:27]2[CH:32]=[CH:31][CH:30]=[CH:29][CH:28]=2)=[O:24])=[CH:8][CH:9]=1)=[O:13]. (4) Given the reactants [F:1][C:2]1[CH:10]=[CH:9][C:8]2[N:7]([CH2:11][C:12]3[CH:21]=[CH:20][C:15]([C:16]([O:18][CH3:19])=[O:17])=[CH:14][CH:13]=3)[C:6]3[CH2:22][CH2:23][N:24]([CH2:27][CH2:28]O)[C:25](=[O:26])[C:5]=3[C:4]=2[CH:3]=1.CCN(C(C)C)C(C)C.CS(Cl)(=O)=O.[NH:44]1[CH2:49][CH2:48][O:47][CH2:46][CH2:45]1, predict the reaction product. The product is: [F:1][C:2]1[CH:10]=[CH:9][C:8]2[N:7]([CH2:11][C:12]3[CH:21]=[CH:20][C:15]([C:16]([O:18][CH3:19])=[O:17])=[CH:14][CH:13]=3)[C:6]3[CH2:22][CH2:23][N:24]([CH2:27][CH2:28][N:44]4[CH2:49][CH2:48][O:47][CH2:46][CH2:45]4)[C:25](=[O:26])[C:5]=3[C:4]=2[CH:3]=1.